This data is from CYP1A2 inhibition data for predicting drug metabolism from PubChem BioAssay. The task is: Regression/Classification. Given a drug SMILES string, predict its absorption, distribution, metabolism, or excretion properties. Task type varies by dataset: regression for continuous measurements (e.g., permeability, clearance, half-life) or binary classification for categorical outcomes (e.g., BBB penetration, CYP inhibition). Dataset: cyp1a2_veith. (1) The molecule is CC#CCOC(=O)C1=CCCN(C)C1.Cc1ccc(S(=O)(=O)O)cc1. The result is 1 (inhibitor). (2) The molecule is c1cc(NC2CC2)nc(-c2ccoc2)n1. The result is 1 (inhibitor). (3) The compound is COc1ccc2c(c1[N+](=O)[O-])CCC/C2=N/OC(=O)c1cccc2ccccc12. The result is 1 (inhibitor).